From a dataset of Forward reaction prediction with 1.9M reactions from USPTO patents (1976-2016). Predict the product of the given reaction. Given the reactants [F:1][C:2]([F:33])([F:32])[C:3]1[CH:4]=[C:5]([CH:25]=[C:26]([C:28]([F:31])([F:30])[F:29])[CH:27]=1)[CH2:6][N:7]1[C@H:11]([CH3:12])[C@@H:10]([C:13]2[CH:18]=[C:17]([C:19]([F:22])([F:21])[F:20])[CH:16]=[CH:15][C:14]=2I)[O:9][C:8]1=[O:24].[F:34][C:35]1[C:40]([CH:41]([CH3:43])[CH3:42])=[CH:39][C:38](B(O)O)=[C:37]([O:47][CH3:48])[CH:36]=1, predict the reaction product. The product is: [F:1][C:2]([F:33])([F:32])[C:3]1[CH:4]=[C:5]([CH:25]=[C:26]([C:28]([F:31])([F:30])[F:29])[CH:27]=1)[CH2:6][N:7]1[C@H:11]([CH3:12])[C@@H:10]([C:13]2[CH:18]=[C:17]([C:19]([F:22])([F:21])[F:20])[CH:16]=[CH:15][C:14]=2[C:38]2[CH:39]=[C:40]([CH:41]([CH3:43])[CH3:42])[C:35]([F:34])=[CH:36][C:37]=2[O:47][CH3:48])[O:9][C:8]1=[O:24].